Dataset: Full USPTO retrosynthesis dataset with 1.9M reactions from patents (1976-2016). Task: Predict the reactants needed to synthesize the given product. (1) Given the product [C:24]([NH:28][S:29]([C:32]1[CH:37]=[CH:36][C:35]([C:21]2[N:20]=[CH:19][N:18]([C:10]3[N:11]=[C:12]([C:14]([F:17])([F:16])[F:15])[CH:13]=[C:8]([C:5]4[CH:6]=[CH:7][C:2]([Cl:1])=[CH:3][CH:4]=4)[N:9]=3)[CH:22]=2)=[CH:34][CH:33]=1)(=[O:31])=[O:30])([CH3:27])([CH3:25])[CH3:26], predict the reactants needed to synthesize it. The reactants are: [Cl:1][C:2]1[CH:7]=[CH:6][C:5]([C:8]2[CH:13]=[C:12]([C:14]([F:17])([F:16])[F:15])[N:11]=[C:10]([N:18]3[CH:22]=[C:21](I)[N:20]=[CH:19]3)[N:9]=2)=[CH:4][CH:3]=1.[C:24]([NH:28][S:29]([C:32]1[CH:37]=[CH:36][C:35](B(O)O)=[CH:34][CH:33]=1)(=[O:31])=[O:30])([CH3:27])([CH3:26])[CH3:25]. (2) Given the product [CH3:1][O:2][C:3]1[CH:4]=[CH:5][C:6]([C:9]2([C:15]([NH:17][C@H:18]([C:29]([OH:31])=[O:30])[CH2:19][C:20]3[CH:21]=[CH:22][CH:23]=[CH:24][CH:25]=3)=[O:16])[CH2:14][CH2:13][CH2:12][CH2:11][CH2:10]2)=[CH:7][CH:8]=1, predict the reactants needed to synthesize it. The reactants are: [CH3:1][O:2][C:3]1[CH:8]=[CH:7][C:6]([C:9]2([C:15]([NH:17][C@H:18]([C:29]([OH:31])=[O:30])[CH2:19][C:20]3[CH:25]=[CH:24][C:23]([N+]([O-])=O)=[CH:22][CH:21]=3)=[O:16])[CH2:14][CH2:13][CH2:12][CH2:11][CH2:10]2)=[CH:5][CH:4]=1.O.O.Cl[Sn]Cl. (3) Given the product [Cl:1][C:2]1[N:7]=[C:6]([NH:33][CH3:32])[N:5]=[C:4]([N:12]2[C@H:17]([C:18]([F:21])([F:20])[F:19])[CH2:16][CH2:15][C@H:14]([C:22]([NH:24][CH:25]3[CH2:30][CH2:29][CH2:28][CH2:27][CH2:26]3)=[O:23])[CH2:13]2)[CH:3]=1, predict the reactants needed to synthesize it. The reactants are: [Cl:1][C:2]1[N:7]=[C:6](S(C)(=O)=O)[N:5]=[C:4]([N:12]2[C@H:17]([C:18]([F:21])([F:20])[F:19])[CH2:16][CH2:15][C@H:14]([C:22]([NH:24][CH:25]3[CH2:30][CH2:29][CH2:28][CH2:27][CH2:26]3)=[O:23])[CH2:13]2)[CH:3]=1.C[CH2:32][N:33](C(C)C)C(C)C.CN.C1COCC1. (4) Given the product [Cl:10][C:11]1[CH:12]=[CH:13][C:14]([NH:19][C:18]([C:20]2[C:29]3[C:24](=[CH:25][CH:26]=[CH:27][CH:28]=3)[CH:23]=[CH:22][CH:21]=2)=[O:17])=[C:15]([C:16]([NH:32][CH2:33][CH:34]2[CH2:39][CH2:38][CH2:37][CH2:36][CH:35]2[OH:40])=[O:30])[CH:31]=1, predict the reactants needed to synthesize it. The reactants are: C(N(C(C)C)CC)(C)C.[Cl:10][C:11]1[CH:12]=[CH:13][C:14]2[N:19]=[C:18]([C:20]3[C:29]4[C:24](=[CH:25][CH:26]=[CH:27][CH:28]=4)[CH:23]=[CH:22][CH:21]=3)[O:17][C:16](=[O:30])[C:15]=2[CH:31]=1.[NH2:32][CH2:33][CH:34]1[CH2:39][CH2:38][CH2:37][CH2:36][CH:35]1[OH:40]. (5) Given the product [C:1]([O:5][C:6]([N:8]1[CH2:9][CH2:10][N:11]([C:14]([C:16]2[C:17]3[C:31]([CH2:32][CH2:33][CH:34]4[CH2:35][CH2:36][CH2:37][CH2:38][CH2:39]4)=[N:30][N:29]([CH:40]4[CH2:45][CH2:44][CH2:43][CH2:42][O:41]4)[C:18]=3[N:19]=[C:20]([C:22]3[CH:23]=[CH:24][C:25]([OH:28])=[CH:26][CH:27]=3)[CH:21]=2)=[O:15])[CH2:12][CH2:13]1)=[O:7])([CH3:4])([CH3:2])[CH3:3], predict the reactants needed to synthesize it. The reactants are: [C:1]([O:5][C:6]([N:8]1[CH2:13][CH2:12][N:11]([C:14]([C:16]2[C:17]3[C:31]([C:32]#[C:33][CH:34]4[CH2:39][CH2:38][CH2:37][CH2:36][CH2:35]4)=[N:30][N:29]([CH:40]4[CH2:45][CH2:44][CH2:43][CH2:42][O:41]4)[C:18]=3[N:19]=[C:20]([C:22]3[CH:27]=[CH:26][C:25]([OH:28])=[CH:24][CH:23]=3)[CH:21]=2)=[O:15])[CH2:10][CH2:9]1)=[O:7])([CH3:4])([CH3:3])[CH3:2]. (6) Given the product [NH2:14][C:13]1([C:6]2[C:7](=[O:12])[NH:8][C:9]3[C:4]([CH:5]=2)=[CH:3][C:2]([Cl:1])=[CH:11][CH:10]=3)[CH2:16][CH2:15]1, predict the reactants needed to synthesize it. The reactants are: [Cl:1][C:2]1[CH:3]=[C:4]2[C:9](=[CH:10][CH:11]=1)[NH:8][C:7](=[O:12])[C:6]([C:13]#[N:14])=[CH:5]2.[CH3:15][CH2:16][Mg+].[Br-].B(F)(F)F.CCOCC.[NH4+].[Cl-].[OH-].[Na+].